Dataset: Cav3 T-type calcium channel HTS with 100,875 compounds. Task: Binary Classification. Given a drug SMILES string, predict its activity (active/inactive) in a high-throughput screening assay against a specified biological target. (1) The drug is O=C(N(C(C)C)Cc1onc(n1)c1ccc(cc1)C)CCCN1C(=O)c2c(C1=O)cccc2. The result is 0 (inactive). (2) The compound is o1nc(nc1CCC(=O)Nc1cc(c(cc1)C)C)c1ccc(OC)cc1. The result is 0 (inactive). (3) The compound is Clc1ccc(c2nn(CC(=O)NCC3OCCC3)c(=O)c3c2cccc3)cc1. The result is 0 (inactive).